Dataset: Forward reaction prediction with 1.9M reactions from USPTO patents (1976-2016). Task: Predict the product of the given reaction. (1) Given the reactants [F:1][C:2]([F:31])([F:30])[O:3][C:4]1[CH:29]=[CH:28][C:7]([O:8][C:9]2[CH:14]=[CH:13][CH:12]=[CH:11][C:10]=2[NH:15][S:16]([C:19]2[CH:27]=[CH:26][C:22]([C:23]([OH:25])=O)=[CH:21][CH:20]=2)(=[O:18])=[O:17])=[CH:6][CH:5]=1.Cl.[CH2:33]([O:35][C:36](=[O:39])[CH2:37][NH2:38])[CH3:34], predict the reaction product. The product is: [CH2:33]([O:35][C:36](=[O:39])[CH2:37][NH:38][C:23](=[O:25])[C:22]1[CH:21]=[CH:20][C:19]([S:16](=[O:17])(=[O:18])[NH:15][C:10]2[CH:11]=[CH:12][CH:13]=[CH:14][C:9]=2[O:8][C:7]2[CH:6]=[CH:5][C:4]([O:3][C:2]([F:30])([F:1])[F:31])=[CH:29][CH:28]=2)=[CH:27][CH:26]=1)[CH3:34]. (2) Given the reactants [NH2:1][C@H:2]([C:5]1[N:14]([C:15]2[CH:20]=[CH:19][CH:18]=[CH:17][CH:16]=2)[C:13](=[O:21])[C:12]2[C:7](=[CH:8][CH:9]=[CH:10][C:11]=2[CH3:22])[N:6]=1)[CH2:3][CH3:4].Cl[C:24]1[N:29]=[CH:28][N:27]=[C:26]([NH2:30])[C:25]=1[C:31]1[O:35][N:34]=[C:33]([CH3:36])[N:32]=1.CCN(C(C)C)C(C)C.CCOC(C)=O, predict the reaction product. The product is: [NH2:30][C:26]1[N:27]=[CH:28][N:29]=[C:24]([NH:1][C@H:2]([C:5]2[N:14]([C:15]3[CH:16]=[CH:17][CH:18]=[CH:19][CH:20]=3)[C:13](=[O:21])[C:12]3[C:7](=[CH:8][CH:9]=[CH:10][C:11]=3[CH3:22])[N:6]=2)[CH2:3][CH3:4])[C:25]=1[C:31]1[O:35][N:34]=[C:33]([CH3:36])[N:32]=1.